From a dataset of Peptide-MHC class I binding affinity with 185,985 pairs from IEDB/IMGT. Regression. Given a peptide amino acid sequence and an MHC pseudo amino acid sequence, predict their binding affinity value. This is MHC class I binding data. The peptide sequence is HAEMQNPVY. The MHC is HLA-A01:01 with pseudo-sequence HLA-A01:01. The binding affinity (normalized) is 0.778.